This data is from Peptide-MHC class II binding affinity with 134,281 pairs from IEDB. The task is: Regression. Given a peptide amino acid sequence and an MHC pseudo amino acid sequence, predict their binding affinity value. This is MHC class II binding data. The peptide sequence is AAATAGTTVYGATAA. The MHC is HLA-DPA10103-DPB10401 with pseudo-sequence HLA-DPA10103-DPB10401. The binding affinity (normalized) is 0.